Dataset: Peptide-MHC class I binding affinity with 185,985 pairs from IEDB/IMGT. Task: Regression. Given a peptide amino acid sequence and an MHC pseudo amino acid sequence, predict their binding affinity value. This is MHC class I binding data. (1) The peptide sequence is EVTPEYIKDL. The MHC is HLA-A02:06 with pseudo-sequence HLA-A02:06. The binding affinity (normalized) is 0.173. (2) The peptide sequence is LAVFPAMFW. The MHC is HLA-A02:11 with pseudo-sequence HLA-A02:11. The binding affinity (normalized) is 0.0847.